From a dataset of Catalyst prediction with 721,799 reactions and 888 catalyst types from USPTO. Predict which catalyst facilitates the given reaction. (1) Reactant: [NH2:1][C:2]1[CH:23]=[CH:22][C:21]([N:24]2[CH2:29][CH2:28][CH2:27][CH2:26][CH2:25]2)=[CH:20][C:3]=1[C:4]([NH:6]/[N:7]=[CH:8]/[C:9]1[CH:14]=[CH:13][C:12]([Cl:15])=[C:11]([C:16]([F:19])([F:18])[F:17])[CH:10]=1)=[O:5].CN(C=O)C.[I:35][C:36]1[CH:37]=[C:38]([CH:42]=[CH:43][CH:44]=1)[C:39](Cl)=[O:40]. Product: [Cl:15][C:12]1[CH:13]=[CH:14][C:9](/[CH:8]=[N:7]/[NH:6][C:4]([C:3]2[CH:20]=[C:21]([N:24]3[CH2:29][CH2:28][CH2:27][CH2:26][CH2:25]3)[CH:22]=[CH:23][C:2]=2[NH:1][C:39](=[O:40])[C:38]2[CH:42]=[CH:43][CH:44]=[C:36]([I:35])[CH:37]=2)=[O:5])=[CH:10][C:11]=1[C:16]([F:19])([F:17])[F:18]. The catalyst class is: 1. (2) Reactant: [CH3:1][O:2][CH2:3][CH2:4][CH2:5][CH2:6][C@@H:7]1[N:12]([CH3:13])[CH2:11][CH2:10][N:9]([C:14]2[C:23]3[CH:22]=[C:21]([CH3:24])[S:20][C:19]=3[NH:18][C:17]3[CH:25]=[CH:26][CH:27]=[CH:28][C:16]=3[N:15]=2)[CH2:8]1.[ClH:29].CCOCC. Product: [ClH:29].[ClH:29].[CH3:1][O:2][CH2:3][CH2:4][CH2:5][CH2:6][C@@H:7]1[N:12]([CH3:13])[CH2:11][CH2:10][N:9]([C:14]2[C:23]3[CH:22]=[C:21]([CH3:24])[S:20][C:19]=3[NH:18][C:17]3[CH:25]=[CH:26][CH:27]=[CH:28][C:16]=3[N:15]=2)[CH2:8]1. The catalyst class is: 2. (3) Reactant: [F:1][C:2]1[CH:3]=[C:4]2[C:8](=[CH:9][C:10]=1[F:11])[NH:7][C:6]([C:12]([NH:14][C@@H:15]1[CH2:23][C:22]3[C:17](=[CH:18][CH:19]=[CH:20][CH:21]=3)[C@H:16]1[CH2:24][C:25]([O:27]C)=[O:26])=[O:13])=[CH:5]2.[OH-].[Na+]. Product: [F:1][C:2]1[CH:3]=[C:4]2[C:8](=[CH:9][C:10]=1[F:11])[NH:7][C:6]([C:12]([NH:14][C@@H:15]1[CH2:23][C:22]3[C:17](=[CH:18][CH:19]=[CH:20][CH:21]=3)[C@H:16]1[CH2:24][C:25]([OH:27])=[O:26])=[O:13])=[CH:5]2. The catalyst class is: 5. (4) Reactant: Br[C:2]1[CH:3]=[CH:4][CH:5]=[C:6]2[C:10]=1[CH:9]([NH:11][C:12]1[CH:17]=[CH:16][CH:15]=[CH:14][CH:13]=1)[CH2:8][CH2:7]2.C1COCC1.[Li]CCCC.[Li]C(C)(C)C.C(O[B:37]1[O:41][C:40]([CH3:43])([CH3:42])[C:39]([CH3:45])([CH3:44])[O:38]1)(C)C. Product: [C:12]1([NH:11][CH:9]2[C:10]3[C:6](=[CH:5][CH:4]=[CH:3][C:2]=3[B:37]3[O:41][C:40]([CH3:43])([CH3:42])[C:39]([CH3:45])([CH3:44])[O:38]3)[CH2:7][CH2:8]2)[CH:17]=[CH:16][CH:15]=[CH:14][CH:13]=1. The catalyst class is: 605. (5) Reactant: C([O:3][C:4](=O)[CH:5]([F:25])[CH2:6][O:7][Si:8]([C:21]([CH3:24])([CH3:23])[CH3:22])([C:15]1[CH:20]=[CH:19][CH:18]=[CH:17][CH:16]=1)[C:9]1[CH:14]=[CH:13][CH:12]=[CH:11][CH:10]=1)C.[BH4-].[Li+].[OH-].[Na+]. Product: [Si:8]([O:7][CH2:6][CH:5]([F:25])[CH2:4][OH:3])([C:21]([CH3:24])([CH3:22])[CH3:23])([C:15]1[CH:20]=[CH:19][CH:18]=[CH:17][CH:16]=1)[C:9]1[CH:10]=[CH:11][CH:12]=[CH:13][CH:14]=1. The catalyst class is: 7. (6) Reactant: [H-].[Al+3].[Li+].[H-].[H-].[H-].[CH2:7]([O:14][C:15]1[CH:31]=[CH:30][CH:29]=[CH:28][C:16]=1[CH2:17][C:18]1[CH:27]=[CH:26][C:21]([C:22](OC)=[O:23])=[CH:20][CH:19]=1)[C:8]1[CH:13]=[CH:12][CH:11]=[CH:10][CH:9]=1.C(OCC)(=O)C.Cl. Product: [CH2:7]([O:14][C:15]1[CH:31]=[CH:30][CH:29]=[CH:28][C:16]=1[CH2:17][C:18]1[CH:19]=[CH:20][C:21]([CH2:22][OH:23])=[CH:26][CH:27]=1)[C:8]1[CH:9]=[CH:10][CH:11]=[CH:12][CH:13]=1. The catalyst class is: 30. (7) Reactant: C([NH:4][C@:5]1([C:22](NC(C)(C)C)=[O:23])[C@@H:9]([CH2:10][CH2:11][CH2:12][B:13]2[O:17]C(C)(C)C(C)(C)[O:14]2)[CH2:8][NH:7][CH2:6]1)(=O)C.Cl[C:30]1[N:38]=[CH:37][N:36]=[C:35]2[C:31]=1[NH:32][CH:33]=[N:34]2.C(N(C(C)C)CC)(C)C.CC([OH:51])C. Product: [NH2:4][C@:5]1([C:22]([OH:23])=[O:51])[C@@H:9]([CH2:10][CH2:11][CH2:12][B:13]([OH:14])[OH:17])[CH2:8][N:7]([C:30]2[N:38]=[CH:37][N:36]=[C:35]3[C:31]=2[NH:32][CH:33]=[N:34]3)[CH2:6]1. The catalyst class is: 2.